This data is from Catalyst prediction with 721,799 reactions and 888 catalyst types from USPTO. The task is: Predict which catalyst facilitates the given reaction. (1) Reactant: [Cl:1][C:2]1[N:10]=[C:9]2[C:5]([N:6]=[CH:7][N:8]2[CH3:11])=[C:4]([N:12]2[CH2:17][CH2:16][O:15][CH2:14][CH2:13]2)[N:3]=1.CN(C)CCN(C)C.C([Li])CCC.[O:31]=[C:32]1[CH2:37][CH2:36][CH2:35][N:34]([C:38]([O:40][C:41]([CH3:44])([CH3:43])[CH3:42])=[O:39])[CH2:33]1. Product: [Cl:1][C:2]1[N:10]=[C:9]2[C:5]([N:6]=[C:7]([C:32]3([OH:31])[CH2:37][CH2:36][CH2:35][N:34]([C:38]([O:40][C:41]([CH3:43])([CH3:42])[CH3:44])=[O:39])[CH2:33]3)[N:8]2[CH3:11])=[C:4]([N:12]2[CH2:17][CH2:16][O:15][CH2:14][CH2:13]2)[N:3]=1. The catalyst class is: 7. (2) Reactant: [Br:1][C:2]1[C:10]2[C:5](=[N:6][C:7]([CH3:27])=[C:8](C(OCC)=O)[C:9]=2[NH:11][S:12]([C:15]2[CH:20]=[CH:19][CH:18]=[C:17]([Cl:21])[CH:16]=2)(=[O:14])=[O:13])[S:4][C:3]=1[C:28]1[CH:29]=[N:30][NH:31][CH:32]=1.[OH-].[Na+].C(O)=O.C1(OC2C=CC=CC=2)C=CC=CC=1. Product: [Br:1][C:2]1[C:10]2[C:5](=[N:6][C:7]([CH3:27])=[CH:8][C:9]=2[NH:11][S:12]([C:15]2[CH:20]=[CH:19][CH:18]=[C:17]([Cl:21])[CH:16]=2)(=[O:14])=[O:13])[S:4][C:3]=1[C:28]1[CH:32]=[N:31][NH:30][CH:29]=1. The catalyst class is: 58.